Dataset: Reaction yield outcomes from USPTO patents with 853,638 reactions. Task: Predict the reaction yield, written as a fraction of the theoretical maximum amount of product (1.0 means a 100% yield; for example, 0.34 means a 34% yield). (1) The reactants are [Cl:1][C:2]1[N:9]=[C:8]([Cl:10])[CH:7]=[CH:6][C:3]=1[CH:4]=O.[NH2:11][CH2:12][CH:13]([C:15]1[N:19]([CH3:20])[N:18]=[C:17]([CH3:21])[CH:16]=1)[OH:14].C(O)(=O)C.C([BH3-])#N.[Na+]. The catalyst is CO.ClCCl. The product is [Cl:1][C:2]1[C:3]([CH2:4][NH:11][CH2:12][CH:13]([C:15]2[N:19]([CH3:20])[N:18]=[C:17]([CH3:21])[CH:16]=2)[OH:14])=[CH:6][CH:7]=[C:8]([Cl:10])[N:9]=1. The yield is 0.910. (2) The reactants are [N+:1]([C:4]1[C:13]2[C:8](=[CH:9][CH:10]=[CH:11][CH:12]=2)[C:7]([OH:14])=[CH:6][CH:5]=1)([O-:3])=[O:2].C1C=CC(P(C2C=CC=CC=2)C2C=CC=CC=2)=CC=1.[NH2:34][C:35]1[CH:40]=[C:39]([CH2:41]O)[CH:38]=[CH:37][N:36]=1.CC(OC(/N=N/C(OC(C)C)=O)=O)C. The catalyst is C1COCC1. The product is [NH2:34][C:35]1[CH:40]=[C:39]([CH2:41][O:14][C:7]2[C:8]3[C:13](=[CH:12][CH:11]=[CH:10][CH:9]=3)[C:4]([N+:1]([O-:3])=[O:2])=[CH:5][CH:6]=2)[CH:38]=[CH:37][N:36]=1. The yield is 0.560. (3) The reactants are [NH2:1][C:2]1[CH:7]=[CH:6][C:5]([OH:8])=[C:4]([F:9])[CH:3]=1.Cl.CC([O-])(C)C.[K+].Cl[C:18]1[CH:23]=[CH:22][N:21]=[C:20]2[CH:24]=[C:25]([C:27]3[N:28]=[CH:29][N:30]([CH2:32][CH2:33][N:34]4[CH2:39][CH2:38][N:37]([C:40]([O:42][C:43]([CH3:46])([CH3:45])[CH3:44])=[O:41])[CH2:36][CH2:35]4)[CH:31]=3)[S:26][C:19]=12.Cl.NC1C=CC(O)=C(F)C=1.C1([O-])C=CC=CC=1. The catalyst is CN1C(=O)CCC1. The product is [NH2:1][C:2]1[CH:7]=[CH:6][C:5]([O:8][C:18]2[CH:23]=[CH:22][N:21]=[C:20]3[CH:24]=[C:25]([C:27]4[N:28]=[CH:29][N:30]([CH2:32][CH2:33][N:34]5[CH2:35][CH2:36][N:37]([C:40]([O:42][C:43]([CH3:46])([CH3:45])[CH3:44])=[O:41])[CH2:38][CH2:39]5)[CH:31]=4)[S:26][C:19]=23)=[C:4]([F:9])[CH:3]=1. The yield is 0.470.